Dataset: Full USPTO retrosynthesis dataset with 1.9M reactions from patents (1976-2016). Task: Predict the reactants needed to synthesize the given product. (1) Given the product [OH:24][C:13]1([C:16]2[CH:17]=[N:18][C:19]([O:22][CH3:23])=[CH:20][CH:21]=2)[CH2:14][CH2:15][CH:10]([N:8]2[CH2:9][CH:6]([NH:5][C:3]([CH2:2][NH:1][C:30](=[O:31])[C:29]3[CH:33]=[CH:34][CH:35]=[C:27]([O:25][CH3:26])[CH:28]=3)=[O:4])[CH2:7]2)[CH2:11][CH2:12]1, predict the reactants needed to synthesize it. The reactants are: [NH2:1][CH2:2][C:3]([NH:5][CH:6]1[CH2:9][N:8]([CH:10]2[CH2:15][CH2:14][C:13]([OH:24])([C:16]3[CH:17]=[N:18][C:19]([O:22][CH3:23])=[CH:20][CH:21]=3)[CH2:12][CH2:11]2)[CH2:7]1)=[O:4].[O:25]([C:27]1[CH:28]=[C:29]([CH:33]=[CH:34][CH:35]=1)[C:30](O)=[O:31])[CH3:26].CCN=C=NCCCN(C)C. (2) Given the product [OH:22][C:21]1[C:20]2[C:15](=[CH:16][CH:17]=[CH:18][CH:19]=2)[C@@:14]([CH3:28])([CH2:23][CH2:24][CH:25]([CH3:27])[CH3:26])[C:13](=[O:29])[C:12]=1[C:7]1[NH:6][C:5]2[CH:30]=[CH:31][C:2]([NH:1][S:39]([CH3:38])(=[O:41])=[O:40])=[CH:3][C:4]=2[S:9](=[O:11])(=[O:10])[N:8]=1, predict the reactants needed to synthesize it. The reactants are: [NH2:1][C:2]1[CH:31]=[CH:30][C:5]2[NH:6][C:7]([C:12]3[C:13](=[O:29])[C@:14]([CH3:28])([CH2:23][CH2:24][CH:25]([CH3:27])[CH3:26])[C:15]4[C:20]([C:21]=3[OH:22])=[CH:19][CH:18]=[CH:17][CH:16]=4)=[N:8][S:9](=[O:11])(=[O:10])[C:4]=2[CH:3]=1.N1C=CC=CC=1.[CH3:38][S:39](Cl)(=[O:41])=[O:40]. (3) Given the product [C:1]([C:3]1[C:4]([CH:19]([C:23]2[CH:28]=[CH:27][C:26]([Cl:29])=[C:25]([Cl:30])[CH:24]=2)[CH2:20][CH2:21][OH:22])=[C:5]([C:14]([O:16][CH2:17][CH3:18])=[O:15])[S:6][C:7]=1[N:8]1[CH2:9][CH2:10][O:11][CH2:12][CH2:13]1)#[N:2], predict the reactants needed to synthesize it. The reactants are: [C:1]([C:3]1[C:4]([CH:19]([C:23]2[CH:28]=[CH:27][C:26]([Cl:29])=[C:25]([Cl:30])[CH:24]=2)[CH2:20][CH:21]=[O:22])=[C:5]([C:14]([O:16][CH2:17][CH3:18])=[O:15])[S:6][C:7]=1[N:8]1[CH2:13][CH2:12][O:11][CH2:10][CH2:9]1)#[N:2].[BH4-].[Na+].